Dataset: Catalyst prediction with 721,799 reactions and 888 catalyst types from USPTO. Task: Predict which catalyst facilitates the given reaction. (1) Reactant: [NH2:1][C:2]1[CH:7]=[CH:6][CH:5]=[C:4]([C:8]([OH:10])=[O:9])[N:3]=1.[ClH:11].O1CCO[CH2:14][CH2:13]1. Product: [ClH:11].[NH2:1][C:2]1[CH:7]=[CH:6][CH:5]=[C:4]([C:8]([O:10][CH2:13][CH3:14])=[O:9])[N:3]=1. The catalyst class is: 14. (2) Reactant: [C:1](OC(=O)C)(=[O:3])[CH3:2].[NH2:8][C:9]1[CH:17]=[CH:16][CH:15]=[C:14]2[C:10]=1[C:11](=[O:42])[N:12]([C:19]1([CH2:27][CH2:28][CH2:29][CH2:30][NH:31][C:32](=[O:41])[O:33][CH2:34][C:35]3[CH:40]=[CH:39][CH:38]=[CH:37][CH:36]=3)[CH2:24][CH2:23][C:22](=[O:25])[NH:21][C:20]1=[O:26])[C:13]2=[O:18]. Product: [C:1]([NH:8][C:9]1[CH:17]=[CH:16][CH:15]=[C:14]2[C:10]=1[C:11](=[O:42])[N:12]([C:19]1([CH2:27][CH2:28][CH2:29][CH2:30][NH:31][C:32](=[O:41])[O:33][CH2:34][C:35]3[CH:40]=[CH:39][CH:38]=[CH:37][CH:36]=3)[CH2:24][CH2:23][C:22](=[O:25])[NH:21][C:20]1=[O:26])[C:13]2=[O:18])(=[O:3])[CH3:2]. The catalyst class is: 17. (3) Reactant: Cl[C:2]1[C:7]([C:8]([O:10][CH2:11][CH3:12])=[S:9])=[CH:6][N:5]=[C:4]([CH3:13])[N:3]=1.[CH3:14][NH2:15].O. Product: [CH3:14][NH:15][C:2]1[C:7]([C:8]([O:10][CH2:11][CH3:12])=[S:9])=[CH:6][N:5]=[C:4]([CH3:13])[N:3]=1. The catalyst class is: 429. (4) Reactant: C[O:2][C:3]1[CH:4]=[C:5]([CH:8]=[CH:9][C:10]=1[OH:11])[C:6]#[N:7].[Br-].[Li+].CN(C=O)C.Cl. Product: [OH:2][C:3]1[CH:4]=[C:5]([CH:8]=[CH:9][C:10]=1[OH:11])[C:6]#[N:7]. The catalyst class is: 6. (5) Reactant: Cl.[CH3:2][O:3][C:4]1[CH:5]=[C:6]([C:12]2[C@@H:21]3[C@@H:16]([CH2:17][CH2:18][CH2:19][CH2:20]3)[C:15](=[O:22])[N:14]([CH:23]3[CH2:28][CH2:27][NH:26][CH2:25][CH2:24]3)[N:13]=2)[CH:7]=[CH:8][C:9]=1[O:10][CH3:11].[C:29]([O:33][C:34]([NH:36][C@@H:37]([CH2:41][CH3:42])[C:38](O)=[O:39])=[O:35])([CH3:32])([CH3:31])[CH3:30].CN(C(ON1N=NC2C=CC=CC1=2)=[N+](C)C)C.F[P-](F)(F)(F)(F)F.CCN(C(C)C)C(C)C. Product: [CH3:2][O:3][C:4]1[CH:5]=[C:6]([C:12]2[C@@H:21]3[C@@H:16]([CH2:17][CH2:18][CH2:19][CH2:20]3)[C:15](=[O:22])[N:14]([CH:23]3[CH2:24][CH2:25][N:26]([C:38](=[O:39])[C@@H:37]([NH:36][C:34](=[O:35])[O:33][C:29]([CH3:31])([CH3:30])[CH3:32])[CH2:41][CH3:42])[CH2:27][CH2:28]3)[N:13]=2)[CH:7]=[CH:8][C:9]=1[O:10][CH3:11]. The catalyst class is: 2.